Dataset: Catalyst prediction with 721,799 reactions and 888 catalyst types from USPTO. Task: Predict which catalyst facilitates the given reaction. (1) The catalyst class is: 4. Product: [Cl:24][C:25]1[C:34]([O:35][C@@H:36]2[CH2:41][CH2:40][C@@H:39]([CH3:42])[N:38]([C:8]([C:7]3[CH:11]=[CH:12][CH:13]=[CH:14][C:6]=3[N:2]3[N:1]=[CH:5][CH:4]=[N:3]3)=[O:10])[CH2:37]2)=[N:33][CH:32]=[CH:31][C:26]=1[C:27]([O:29][CH3:30])=[O:28]. Reactant: [N:1]1[N:2]([C:6]2[CH:14]=[CH:13][CH:12]=[CH:11][C:7]=2[C:8]([OH:10])=O)[N:3]=[CH:4][CH:5]=1.ClC(N(C)C)=C(C)C.Cl.[Cl:24][C:25]1[C:34]([O:35][C@@H:36]2[CH2:41][CH2:40][C@@H:39]([CH3:42])[NH:38][CH2:37]2)=[N:33][CH:32]=[CH:31][C:26]=1[C:27]([O:29][CH3:30])=[O:28].CCN(C(C)C)C(C)C. (2) Product: [NH2:18][C:16]1[C:15]([O:21][CH3:22])=[CH:14][C:3]([C:4]([NH:6][CH:7]2[CH2:12][CH2:11][N:10]([CH3:13])[CH2:9][CH2:8]2)=[O:5])=[C:2]([F:1])[CH:17]=1. The catalyst class is: 50. Reactant: [F:1][C:2]1[CH:17]=[C:16]([N+:18]([O-])=O)[C:15]([O:21][CH3:22])=[CH:14][C:3]=1[C:4]([NH:6][CH:7]1[CH2:12][CH2:11][N:10]([CH3:13])[CH2:9][CH2:8]1)=[O:5].Cl.[H][H]. (3) Reactant: [CH3:1][C:2]1([CH3:10])[CH2:8][C:7](=[O:9])[O:6][C:4](=[O:5])[CH2:3]1.[CH3:11][O-:12].[Na+].C(OCC)C.Cl. Product: [CH3:11][O:12][C:7](=[O:9])[CH2:8][C:2]([CH3:10])([CH3:1])[CH2:3][C:4]([OH:6])=[O:5]. The catalyst class is: 5. (4) Reactant: [CH3:1][O:2][C:3](=[O:18])[C:4]1[C:9]([NH:10][CH:11]([CH2:14][CH3:15])[CH2:12][CH3:13])=[CH:8][C:7]([CH3:16])=[N:6][C:5]=1Cl.[CH3:19][C:20]1[CH:28]=[CH:27][CH:26]=[CH:25][C:21]=1N(C)C.[C:29](=O)([O-])[O-].[K+].[K+].C[N:36]([CH:38]=O)C. Product: [CH3:1][O:2][C:3](=[O:18])[C:4]1[C:9]([NH:10][CH:11]([CH2:14][CH3:15])[CH2:12][CH3:13])=[CH:8][C:7]([CH3:16])=[N:6][C:5]=1[NH:36][C:38]1[C:25]([CH3:21])=[CH:26][C:27]([CH3:29])=[CH:28][C:20]=1[CH3:19]. The catalyst class is: 536. (5) Reactant: [C:1]([C:3]1[CH:28]=[CH:27][C:6]([CH2:7][C:8]2([NH:15][C:16]([NH:18][C:19]3[CH:24]=[C:23]([Cl:25])[CH:22]=[C:21]([Cl:26])[CH:20]=3)=[O:17])[CH2:13][CH2:12][CH2:11][CH2:10][C:9]2=O)=[CH:5][CH:4]=1)#[N:2].C([O-])([O-])=O.[K+].[K+]. Product: [Cl:26][C:21]1[CH:20]=[C:19]([N:18]2[C:9]3=[CH:10][CH2:11][CH2:12][CH2:13][C:8]3([CH2:7][C:6]3[CH:27]=[CH:28][C:3]([C:1]#[N:2])=[CH:4][CH:5]=3)[NH:15][C:16]2=[O:17])[CH:24]=[C:23]([Cl:25])[CH:22]=1. The catalyst class is: 113. (6) Reactant: [N:1]1[CH:6]=[CH:5][CH:4]=[C:3]([CH2:7][OH:8])[CH:2]=1.[H-].[Na+].Cl[C:12]1[C:17]([S:18][C:19]2[CH:20]=[C:21]([NH:25][C:26](=[O:28])[CH3:27])[CH:22]=[CH:23][CH:24]=2)=[CH:16][N:15]=[C:14]([N:29]2[CH2:34][CH2:33][N:32]([CH3:35])[CH2:31][CH2:30]2)[N:13]=1.CO. Product: [CH3:35][N:32]1[CH2:33][CH2:34][N:29]([C:14]2[N:15]=[C:16]([O:8][CH2:7][C:3]3[CH:2]=[N:1][CH:6]=[CH:5][CH:4]=3)[C:17]([S:18][C:19]3[CH:20]=[C:21]([NH:25][C:26](=[O:28])[CH3:27])[CH:22]=[CH:23][CH:24]=3)=[CH:12][N:13]=2)[CH2:30][CH2:31]1. The catalyst class is: 3. (7) Reactant: [Cl:1][C:2]1[CH:9]=[C:8]([N:10]2[C:14]([CH3:15])=[C:13](C=O)[C:12]([CH3:18])=[N:11]2)[CH:7]=[CH:6][C:3]=1[C:4]#[N:5].C(OCC)(=[O:21])C.ClC1C=CC=C(C(OO)=O)C=1. Product: [Cl:1][C:2]1[CH:9]=[C:8]([N:10]2[C:14]([CH3:15])=[C:13]([OH:21])[C:12]([CH3:18])=[N:11]2)[CH:7]=[CH:6][C:3]=1[C:4]#[N:5]. The catalyst class is: 10. (8) Product: [CH3:34][O:35][CH2:36][CH2:37][C:38]([NH:18][S:15]([C:11]1[O:12][C:13]([CH3:14])=[C:9]([CH2:8][O:7][C:4]2[CH:3]=[CH:2][C:1]([C:19]3[CH:20]=[CH:21][CH:22]=[CH:23][CH:24]=3)=[CH:6][CH:5]=2)[CH:10]=1)(=[O:17])=[O:16])=[O:39]. Reactant: [C:1]1([C:19]2[CH:24]=[CH:23][CH:22]=[CH:21][CH:20]=2)[CH:6]=[CH:5][C:4]([O:7][CH2:8][C:9]2[CH:10]=[C:11]([S:15]([NH2:18])(=[O:17])=[O:16])[O:12][C:13]=2[CH3:14])=[CH:3][CH:2]=1.C(N(C(C)C)CC)(C)C.[CH3:34][O:35][CH2:36][CH2:37][C:38](O)=[O:39].F[P-](F)(F)(F)(F)F.N1(OC(N(C)C)=[N+](C)C)C2N=CC=CC=2N=N1. The catalyst class is: 9. (9) Reactant: [C:1]([N:4]1[C:13]2[C:8](=[CH:9][C:10](B3OC(C)(C)C(C)(C)O3)=[CH:11][CH:12]=2)[C@H:7]([NH:23][C:24](=[O:29])[O:25][CH:26]([CH3:28])[CH3:27])[CH2:6][C@@H:5]1[CH3:30])(=[O:3])[CH3:2].Br[C:32]1[CH:37]=[CH:36][C:35]([CH2:38][C:39]([O:41][CH2:42][CH3:43])=[O:40])=[CH:34][CH:33]=1.C(=O)([O-])[O-].[K+].[K+]. Product: [C:1]([N:4]1[C:13]2[C:8](=[CH:9][C:10]([C:32]3[CH:37]=[CH:36][C:35]([CH2:38][C:39]([O:41][CH2:42][CH3:43])=[O:40])=[CH:34][CH:33]=3)=[CH:11][CH:12]=2)[C@H:7]([NH:23][C:24]([O:25][CH:26]([CH3:27])[CH3:28])=[O:29])[CH2:6][C@@H:5]1[CH3:30])(=[O:3])[CH3:2]. The catalyst class is: 73.